Predict the reactants needed to synthesize the given product. From a dataset of Full USPTO retrosynthesis dataset with 1.9M reactions from patents (1976-2016). (1) The reactants are: [C:1]1([C:26]2[CH:31]=[CH:30][CH:29]=[CH:28][CH:27]=2)[CH:6]=[CH:5][C:4]([C:7]2[O:8][C:9]([CH3:25])=[C:10]([CH2:12][CH2:13][O:14]S(C3C=CC(C)=CC=3)(=O)=O)[N:11]=2)=[CH:3][CH:2]=1.[CH2:32]([O:34][C:35](=[O:47])[C:36]([O:39][C:40]1[CH:45]=[CH:44][C:43](O)=[CH:42][CH:41]=1)([CH3:38])[CH3:37])[CH3:33].C([O-])([O-])=O.[Cs+].[Cs+]. Given the product [CH2:32]([O:34][C:35](=[O:47])[C:36]([CH3:38])([O:39][C:40]1[CH:45]=[CH:44][C:43]([O:14][CH2:13][CH2:12][C:10]2[N:11]=[C:7]([C:4]3[CH:5]=[CH:6][C:1]([C:26]4[CH:31]=[CH:30][CH:29]=[CH:28][CH:27]=4)=[CH:2][CH:3]=3)[O:8][C:9]=2[CH3:25])=[CH:42][CH:41]=1)[CH3:37])[CH3:33], predict the reactants needed to synthesize it. (2) The reactants are: [Br:1][C:2]1[CH:7]=[CH:6][C:5]([NH:8][C:9]2[CH:18]=[C:17]([Cl:19])[CH:16]=[CH:15][C:10]=2[C:11](OC)=[O:12])=[C:4]([N+:20]([O-])=O)[CH:3]=1.CO. Given the product [Br:1][C:2]1[CH:7]=[CH:6][C:5]2[NH:8][C:9]3[CH:18]=[C:17]([Cl:19])[CH:16]=[CH:15][C:10]=3[C:11](=[O:12])[NH:20][C:4]=2[CH:3]=1, predict the reactants needed to synthesize it. (3) Given the product [NH2:3][C:2](=[CH:6][C:5](=[O:4])[CH2:7][CH2:8][CH:9]([CH3:10])[CH3:11])[CH3:1], predict the reactants needed to synthesize it. The reactants are: [CH3:1][C:2]1[CH:6]=[C:5]([CH2:7][CH2:8][CH:9]([CH3:11])[CH3:10])[O:4][N:3]=1.[H][H]. (4) Given the product [Cl:25][C:26]1[CH:31]=[CH:30][C:29]([CH2:32][CH2:33][C:34]([NH:4][CH3:3])=[O:35])=[CH:28][C:27]=1[CH2:37][OH:38], predict the reactants needed to synthesize it. The reactants are: CN.[CH3:3][N:4](C(ON1N=NC2C=CC=CC1=2)=[N+](C)C)C.[B-](F)(F)(F)F.[Cl:25][C:26]1[CH:31]=[CH:30][C:29]([CH2:32][CH2:33][C:34](O)=[O:35])=[CH:28][C:27]=1[CH2:37][OH:38]. (5) Given the product [N:1]1[C:10]2[CH2:9][CH2:8][CH2:7][CH:6]([NH:11][CH2:26][CH2:25][CH2:24][CH2:23][N:14]3[C:15](=[O:22])[C:16]4[C:21](=[CH:20][CH:19]=[CH:18][CH:17]=4)[C:13]3=[O:12])[C:5]=2[N:4]=[CH:3][CH:2]=1, predict the reactants needed to synthesize it. The reactants are: [N:1]1[C:10]2[CH2:9][CH2:8][CH2:7][CH:6]([NH2:11])[C:5]=2[N:4]=[CH:3][CH:2]=1.[O:12]=[C:13]1[C:21]2[C:16](=[CH:17][CH:18]=[CH:19][CH:20]=2)[C:15](=[O:22])[N:14]1[CH2:23][CH2:24][CH2:25][CH:26]=O.C(O[BH-](OC(=O)C)OC(=O)C)(=O)C.[Na+].C(=O)(O)[O-].[Na+]. (6) Given the product [CH2:1]([O:8][C:9](=[O:26])[NH:10][CH2:11][CH2:12][CH2:13][CH2:14][CH2:15][CH2:16][N:18]1[CH2:22][CH:21]([OH:23])[CH2:20][CH:19]1[CH2:24][OH:25])[C:2]1[CH:7]=[CH:6][CH:5]=[CH:4][CH:3]=1, predict the reactants needed to synthesize it. The reactants are: [CH2:1]([O:8][C:9](=[O:26])[NH:10][CH2:11][CH2:12][CH2:13][CH2:14][CH2:15][C:16]([N:18]1[CH2:22][CH:21]([OH:23])[CH2:20][CH:19]1[CH2:24][OH:25])=O)[C:2]1[CH:7]=[CH:6][CH:5]=[CH:4][CH:3]=1.B.C1COCC1.